This data is from Retrosynthesis with 50K atom-mapped reactions and 10 reaction types from USPTO. The task is: Predict the reactants needed to synthesize the given product. Given the product CC(=O)Nc1cc(C(=O)O)ccc1C(N)=O, predict the reactants needed to synthesize it. The reactants are: CC(=O)Nc1cc(C(=O)OC(C)(C)C)ccc1C(N)=O.